Task: Predict the reactants needed to synthesize the given product.. Dataset: Full USPTO retrosynthesis dataset with 1.9M reactions from patents (1976-2016) (1) The reactants are: [CH2:1]([O:8][C:9]1[CH:14]=[C:13]([CH3:15])[C:12]([C:16]2[C:17](=[O:23])[CH2:18][CH2:19][C:20]=2[O:21][CH3:22])=[C:11]([CH3:24])[CH:10]=1)[C:2]1[CH:7]=[CH:6][CH:5]=[CH:4][CH:3]=1.C([N-]C(C)C)(C)C.[Li+].[O:33]1[CH2:38][CH2:37][CH:36]([CH:39]=O)[CH2:35][CH2:34]1.CC(C)([O-])C.[K+]. Given the product [CH2:1]([O:8][C:9]1[CH:14]=[C:13]([CH3:15])[C:12]([C:16]2[C:17](=[O:23])[C:18](=[CH:39][CH:36]3[CH2:37][CH2:38][O:33][CH2:34][CH2:35]3)[CH2:19][C:20]=2[O:21][CH3:22])=[C:11]([CH3:24])[CH:10]=1)[C:2]1[CH:3]=[CH:4][CH:5]=[CH:6][CH:7]=1, predict the reactants needed to synthesize it. (2) Given the product [CH3:26][O:25][CH:23]([CH3:24])[CH:8]([N:1]1[CH2:6][CH2:5][O:4][CH2:3][CH2:2]1)[C:9]([O:11][C:12]1[C:17]([O:18][CH3:19])=[CH:16][C:15]([CH3:20])=[CH:14][C:13]=1[O:21][CH3:22])=[O:10], predict the reactants needed to synthesize it. The reactants are: [NH:1]1[CH2:6][CH2:5][O:4][CH2:3][CH2:2]1.Br[CH:8]([CH:23]([O:25][CH3:26])[CH3:24])[C:9]([O:11][C:12]1[C:17]([O:18][CH3:19])=[CH:16][C:15]([CH3:20])=[CH:14][C:13]=1[O:21][CH3:22])=[O:10]. (3) Given the product [NH2:18][C:7]1[C:6]2[C:11](=[C:2]([F:1])[C:3]([O:21][CH3:22])=[C:4]([O:19][CH3:20])[CH:5]=2)[N:10]=[C:9]([N:12]2[CH2:17][CH2:16][N:15]([C:32]([C:24]3[NH:23][C:31]4[C:26]([CH:25]=3)=[CH:27][CH:28]=[CH:29][CH:30]=4)=[O:33])[CH2:14][CH2:13]2)[N:8]=1, predict the reactants needed to synthesize it. The reactants are: [F:1][C:2]1[C:3]([O:21][CH3:22])=[C:4]([O:19][CH3:20])[CH:5]=[C:6]2[C:11]=1[N:10]=[C:9]([N:12]1[CH2:17][CH2:16][NH:15][CH2:14][CH2:13]1)[N:8]=[C:7]2[NH2:18].[NH:23]1[C:31]2[C:26](=[CH:27][CH:28]=[CH:29][CH:30]=2)[CH:25]=[C:24]1[C:32](O)=[O:33]. (4) Given the product [CH3:40][O:39][C:36]1[N:35]=[N:34][C:33]([N:24]2[C:25]([C:27]3[CH:32]=[CH:31][CH:30]=[CH:29][N:28]=3)=[CH:26][C:22]([C:20]([N:16]3[CH2:17][CH2:18][CH2:19][NH:15]3)=[O:21])=[N:23]2)=[CH:38][CH:37]=1, predict the reactants needed to synthesize it. The reactants are: Cl.O1CCOCC1.C(OC([N:15]1[CH2:19][CH2:18][CH2:17][N:16]1[C:20]([C:22]1[CH:26]=[C:25]([C:27]2[CH:32]=[CH:31][CH:30]=[CH:29][N:28]=2)[N:24]([C:33]2[N:34]=[N:35][C:36]([O:39][CH3:40])=[CH:37][CH:38]=2)[N:23]=1)=[O:21])=O)(C)(C)C.C(OCC)C. (5) Given the product [C:1]([O:5][C:6]([C:8]1([CH2:29][CH:30]=[CH2:31])[N:12]2[C:13](=[O:28])[C:14]([NH:17][C:18]([O:20][CH2:21][C:22]3[CH:27]=[CH:26][CH:25]=[CH:24][CH:23]=3)=[O:19])=[CH:15][N:16]=[C:11]2[CH2:10][CH2:9]1)=[O:7])([CH3:4])([CH3:2])[CH3:3], predict the reactants needed to synthesize it. The reactants are: [C:1]([O:5][C:6]([C:8]1([CH3:29])[N:12]2[C:13](=[O:28])[C:14]([NH:17][C:18]([O:20][CH2:21][C:22]3[CH:27]=[CH:26][CH:25]=[CH:24][CH:23]=3)=[O:19])=[CH:15][N:16]=[C:11]2[CH2:10][CH2:9]1)=[O:7])([CH3:4])([CH3:3])[CH3:2].[CH2:30](OC(NC1C(=O)N2[C@H](C(OC(C)(C)C)=O)CCC2=NC=1)=O)[C:31]1C=CC=CC=1.C(I)C=C. (6) Given the product [CH:12]([C:13]1([C:16]([O:18][CH2:19][CH3:20])=[O:17])[CH2:15][CH2:14]1)=[O:11], predict the reactants needed to synthesize it. The reactants are: C(Cl)(=O)C(Cl)=O.CS(C)=O.[OH:11][CH2:12][C:13]1([C:16]([O:18][CH2:19][CH3:20])=[O:17])[CH2:15][CH2:14]1.C(N(CC)CC)C. (7) Given the product [CH3:1][N:2]1[CH:6]=[C:5]([C:20]2[N:21]=[C:22]3[C:28]([CH:29]=[O:30])=[CH:27][N:26]([CH2:31][O:32][CH2:33][CH2:34][Si:35]([CH3:38])([CH3:37])[CH3:36])[C:23]3=[N:24][CH:25]=2)[C:4]([CH3:16])=[N:3]1, predict the reactants needed to synthesize it. The reactants are: [CH3:1][N:2]1[CH:6]=[C:5](B2OC(C)(C)C(C)(C)O2)[C:4]([CH3:16])=[N:3]1.[Cl-].[Li+].Br[C:20]1[N:21]=[C:22]2[C:28]([CH:29]=[O:30])=[CH:27][N:26]([CH2:31][O:32][CH2:33][CH2:34][Si:35]([CH3:38])([CH3:37])[CH3:36])[C:23]2=[N:24][CH:25]=1.[O-]P([O-])([O-])=O.[K+].[K+].[K+]. (8) Given the product [Cl:1][C:2]1[C:3]([C:9]2[CH:14]=[CH:13][CH:12]=[C:11]([NH:15][CH2:16][C:17]3([C:23]#[N:24])[CH2:22][CH2:21][O:20][CH2:19][CH2:18]3)[N:10]=2)=[CH:4][C:5]([NH:31][C@H:32]2[CH2:33][CH2:34][C@H:35]([NH:38][CH2:39][C:40]([OH:45])([CH3:46])[C:41]([F:43])([F:44])[F:42])[CH2:36][CH2:37]2)=[N:6][CH:7]=1, predict the reactants needed to synthesize it. The reactants are: [Cl:1][C:2]1[C:3]([C:9]2[CH:14]=[CH:13][CH:12]=[C:11]([NH:15][CH2:16][C:17]3([C:23]#[N:24])[CH2:22][CH2:21][O:20][CH2:19][CH2:18]3)[N:10]=2)=[CH:4][C:5](F)=[N:6][CH:7]=1.C(=O)([O-])[O-].[K+].[K+].[NH2:31][C@H:32]1[CH2:37][CH2:36][C@H:35]([NH:38][CH2:39][C:40]([CH3:46])([OH:45])[C:41]([F:44])([F:43])[F:42])[CH2:34][CH2:33]1.